From a dataset of Full USPTO retrosynthesis dataset with 1.9M reactions from patents (1976-2016). Predict the reactants needed to synthesize the given product. (1) The reactants are: [CH2:1]([O:8][C@@H:9]1[C@@H:14]([O:15][CH2:16][C:17]2[CH:22]=[CH:21][CH:20]=[CH:19][CH:18]=2)[C@H:13]([O:23][CH2:24][C:25]2[CH:30]=[CH:29][CH:28]=[CH:27][CH:26]=2)[C@@H:12]([CH2:31][O:32][CH2:33][C:34]2[CH:39]=[CH:38][CH:37]=[CH:36][CH:35]=2)[O:11][C:10]1([C:41]1[CH:46]=[CH:45][C:44]([Cl:47])=[C:43]([CH2:48][O:49][Si:50]([CH:57]([CH3:59])[CH3:58])([CH:54]([CH3:56])[CH3:55])[CH:51]([CH3:53])[CH3:52])[CH:42]=1)O)[C:2]1[CH:7]=[CH:6][CH:5]=[CH:4][CH:3]=1.C([SiH](CC)CC)C.B(F)(F)F.CCOCC. Given the product [Cl:47][C:44]1[CH:45]=[CH:46][C:41]([CH:10]2[C@H:9]([O:8][CH2:1][C:2]3[CH:7]=[CH:6][CH:5]=[CH:4][CH:3]=3)[C@@H:14]([O:15][CH2:16][C:17]3[CH:18]=[CH:19][CH:20]=[CH:21][CH:22]=3)[C@H:13]([O:23][CH2:24][C:25]3[CH:26]=[CH:27][CH:28]=[CH:29][CH:30]=3)[C@@H:12]([CH2:31][O:32][CH2:33][C:34]3[CH:35]=[CH:36][CH:37]=[CH:38][CH:39]=3)[O:11]2)=[CH:42][C:43]=1[CH2:48][O:49][Si:50]([CH:57]([CH3:59])[CH3:58])([CH:51]([CH3:53])[CH3:52])[CH:54]([CH3:56])[CH3:55], predict the reactants needed to synthesize it. (2) Given the product [CH3:51][O:50][N:49]([CH3:48])[C:44](=[O:46])[CH2:43][CH2:42][C@H:11]1[CH2:10][C@H:9]([C:6]2[CH:7]=[CH:8][C:3]([O:2][CH3:1])=[CH:4][CH:5]=2)[C@@H:14]([O:15][CH2:16][C:17]2[CH:18]=[CH:19][C:20]3[O:25][CH2:24][CH2:23][N:22]([CH2:26][CH2:27][CH2:28][O:29][CH3:30])[C:21]=3[CH:31]=2)[CH2:13][N:12]1[S:32]([C:35]1[CH:36]=[CH:37][C:38]([CH3:41])=[CH:39][CH:40]=1)(=[O:34])=[O:33], predict the reactants needed to synthesize it. The reactants are: [CH3:1][O:2][C:3]1[CH:8]=[CH:7][C:6]([C@@H:9]2[C@@H:14]([O:15][CH2:16][C:17]3[CH:18]=[CH:19][C:20]4[O:25][CH2:24][CH2:23][N:22]([CH2:26][CH2:27][CH2:28][O:29][CH3:30])[C:21]=4[CH:31]=3)[CH2:13][N:12]([S:32]([C:35]3[CH:40]=[CH:39][C:38]([CH3:41])=[CH:37][CH:36]=3)(=[O:34])=[O:33])[C@@H:11]([CH2:42][CH2:43][C:44]([OH:46])=O)[CH2:10]2)=[CH:5][CH:4]=1.Cl.[CH3:48][NH:49][O:50][CH3:51]. (3) The reactants are: [Cl:1][C:2]1[CH:7]=[CH:6][C:5]([CH2:8][NH:9][C:10]([C:12]2[NH:13][C:14]3[C:19]([CH:20]=2)=[CH:18][CH:17]=[C:16]([NH:21][C:22](=[O:30])[CH2:23][CH2:24][O:25]C(C)(C)C)[CH:15]=3)=[O:11])=[C:4]([F:31])[C:3]=1[O:32][C:33]1[CH:38]=[C:37]([C:39]#[N:40])[CH:36]=[C:35]([Cl:41])[CH:34]=1. Given the product [Cl:1][C:2]1[CH:7]=[CH:6][C:5]([CH2:8][NH:9][C:10]([C:12]2[NH:13][C:14]3[C:19]([CH:20]=2)=[CH:18][CH:17]=[C:16]([NH:21][C:22](=[O:30])[CH2:23][CH2:24][OH:25])[CH:15]=3)=[O:11])=[C:4]([F:31])[C:3]=1[O:32][C:33]1[CH:38]=[C:37]([C:39]#[N:40])[CH:36]=[C:35]([Cl:41])[CH:34]=1, predict the reactants needed to synthesize it.